From a dataset of Full USPTO retrosynthesis dataset with 1.9M reactions from patents (1976-2016). Predict the reactants needed to synthesize the given product. Given the product [CH3:21][O:22][C:23]1[CH:30]=[C:29]([O:31][CH3:32])[CH:28]=[CH:27][C:24]=1[CH2:25][NH:26][C:2]1[N:7]=[CH:6][C:5]2[CH:8]=[N:9][N:10]([S:11]([C:14]3[CH:19]=[CH:18][C:17]([F:20])=[CH:16][CH:15]=3)(=[O:13])=[O:12])[C:4]=2[CH:3]=1, predict the reactants needed to synthesize it. The reactants are: Cl[C:2]1[N:7]=[CH:6][C:5]2[CH:8]=[N:9][N:10]([S:11]([C:14]3[CH:19]=[CH:18][C:17]([F:20])=[CH:16][CH:15]=3)(=[O:13])=[O:12])[C:4]=2[CH:3]=1.[CH3:21][O:22][C:23]1[CH:30]=[C:29]([O:31][CH3:32])[CH:28]=[CH:27][C:24]=1[CH2:25][NH2:26].CC1(C)C2C(=C(P(C3C=CC=CC=3)C3C=CC=CC=3)C=CC=2)OC2C(P(C3C=CC=CC=3)C3C=CC=CC=3)=CC=CC1=2.CC([O-])(C)C.[K+].